Dataset: Full USPTO retrosynthesis dataset with 1.9M reactions from patents (1976-2016). Task: Predict the reactants needed to synthesize the given product. (1) Given the product [CH:1]1([C:4]2[NH:8][N:7]=[C:6]([NH:9][C:10]3[C:15]([N+:16]([O-:18])=[O:17])=[C:14]([NH:39][CH2:37][CH2:34][OH:53])[CH:13]=[C:12]([NH:20][C@H:21]([C:23]4[CH:24]=[CH:25][C:26]([F:29])=[CH:27][CH:28]=4)[CH3:22])[CH:11]=3)[CH:5]=2)[CH2:3][CH2:2]1, predict the reactants needed to synthesize it. The reactants are: [CH:1]1([C:4]2[NH:8][N:7]=[C:6]([NH:9][C:10]3[C:15]([N+:16]([O-:18])=[O:17])=[CH:14][C:13](F)=[C:12]([NH:20][C@H:21]([C:23]4[CH:28]=[CH:27][C:26]([F:29])=[CH:25][CH:24]=4)[CH3:22])[CH:11]=3)[CH:5]=2)[CH2:3][CH2:2]1.FC1C=C[C:34]([C@@H:37]([NH2:39])C)=CC=1.CCN(C(C)C)C(C)C.CCCC[OH:53]. (2) Given the product [N:10]1([C:5]2[C:4]3[C:9](=[N:19][S:20][N:16]=3)[CH:8]=[CH:7][CH:6]=2)[CH2:15][CH2:14][NH:13][CH2:12][CH2:11]1, predict the reactants needed to synthesize it. The reactants are: C([C:4]1[CH:9]=[CH:8][CH:7]=[CH:6][C:5]=1[N:10]1[CH2:15][CH2:14][NH:13][CH2:12][CH2:11]1)(C)C.[N:16]1[S:20][N:19]=C2C(N)=CC=CC=12.C(C1C=CC=CC=1N)(C)C.[K+].[Br-]. (3) Given the product [CH2:16]([O:15][CH:14]([O:18][CH2:19][CH3:20])[CH2:13][O:9][CH:5]([C:2]1([CH3:1])[CH2:4][CH2:3]1)[CH2:6][CH:7]=[CH2:8])[CH3:17], predict the reactants needed to synthesize it. The reactants are: [CH3:1][C:2]1([CH:5]([OH:9])[CH2:6][CH:7]=[CH2:8])[CH2:4][CH2:3]1.[H-].[Na+].Br[CH2:13][CH:14]([O:18][CH2:19][CH3:20])[O:15][CH2:16][CH3:17]. (4) Given the product [F:1][C:2]1[CH:32]=[CH:31][C:5]([CH2:6][NH:7][C:8]([C:10]2[N:11]=[C:12]3[N:17]([C:18](=[O:28])[C:19]=2[O:20][CH2:21][C:22]2[CH:23]=[CH:24][CH:25]=[CH:26][CH:27]=2)[CH2:16][CH2:15][O:14][C:13]3([CH3:30])[CH3:29])=[O:9])=[C:4]([C:33]2[CH:34]=[CH:35][N:36]([CH3:40])[N:37]=2)[CH:3]=1, predict the reactants needed to synthesize it. The reactants are: [F:1][C:2]1[CH:32]=[CH:31][C:5]([CH2:6][NH:7][C:8]([C:10]2[N:11]=[C:12]3[N:17]([C:18](=[O:28])[C:19]=2[O:20][CH2:21][C:22]2[CH:27]=[CH:26][CH:25]=[CH:24][CH:23]=2)[CH2:16][CH2:15][O:14][C:13]3([CH3:30])[CH3:29])=[O:9])=[C:4]([C:33]2[NH:37][N:36]=[CH:35][CH:34]=2)[CH:3]=1.IC.[C:40](=O)([O-])[O-].[K+].[K+].